From a dataset of Reaction yield outcomes from USPTO patents with 853,638 reactions. Predict the reaction yield, written as a fraction of the theoretical maximum amount of product (1.0 means a 100% yield; for example, 0.34 means a 34% yield). (1) The reactants are [CH2:1]([C:8]12[CH2:23][CH2:22][C:21](=[O:24])[CH2:20][CH:9]1[CH2:10][CH2:11][CH2:12][C:13]1[CH:18]=[C:17]([OH:19])[CH:16]=[CH:15][C:14]=12)[C:2]1[CH:7]=[CH:6][CH:5]=[CH:4][CH:3]=1.[N-]([S:26]([C:29]([F:32])([F:31])[F:30])(=[O:28])=[O:27])[S:26]([C:29]([F:32])([F:31])[F:30])(=[O:28])=[O:27].CCN(C(C)C)C(C)C. The catalyst is C(Cl)Cl. The product is [CH2:1]([C@:8]12[CH2:23][CH2:22][C:21](=[O:24])[CH2:20][C@H:9]1[CH2:10][CH2:11][CH2:12][C:13]1[CH:18]=[C:17]([O:19][S:26]([C:29]([F:32])([F:31])[F:30])(=[O:28])=[O:27])[CH:16]=[CH:15][C:14]2=1)[C:2]1[CH:3]=[CH:4][CH:5]=[CH:6][CH:7]=1.[CH2:1]([C@@:8]12[CH2:23][CH2:22][C:21](=[O:24])[CH2:20][C@@H:9]1[CH2:10][CH2:11][CH2:12][C:13]1[CH:18]=[C:17]([O:19][S:26]([C:29]([F:32])([F:31])[F:30])(=[O:28])=[O:27])[CH:16]=[CH:15][C:14]2=1)[C:2]1[CH:3]=[CH:4][CH:5]=[CH:6][CH:7]=1. The yield is 0.280. (2) The reactants are COS(OC)(=O)=O.[CH3:8][C:9]1[CH:14]=[C:13]([N+:15]([O-:17])=[O:16])[CH:12]=[CH:11][N+:10]=1[O-].[C-:19]#[N:20].[K+]. The catalyst is O. The product is [CH3:8][C:9]1[N:10]=[C:11]([C:19]#[N:20])[CH:12]=[C:13]([N+:15]([O-:17])=[O:16])[CH:14]=1. The yield is 0.720. (3) The reactants are [F:1][C:2]1[CH:3]=[C:4]2[C:8](=[CH:9][CH:10]=1)[NH:7][N:6]=[C:5]2[I:11].[O:12]1[CH2:17][CH2:16][CH:15](O)[CH2:14][CH2:13]1. No catalyst specified. The product is [F:1][C:2]1[CH:3]=[C:4]2[C:8](=[CH:9][CH:10]=1)[N:7]([CH:15]1[CH2:16][CH2:17][O:12][CH2:13][CH2:14]1)[N:6]=[C:5]2[I:11]. The yield is 0.560. (4) The reactants are N[C:2]1[C:3]([C:11]2[CH:16]=[CH:15][CH:14]=[CH:13][CH:12]=2)=[N:4][S:5][C:6]=1[C:7]([O:9][CH3:10])=[O:8].[I:17]I.N(OCCCCC)=O. The catalyst is C(Cl)(Cl)Cl. The product is [I:17][C:2]1[C:3]([C:11]2[CH:16]=[CH:15][CH:14]=[CH:13][CH:12]=2)=[N:4][S:5][C:6]=1[C:7]([O:9][CH3:10])=[O:8]. The yield is 0.582. (5) The product is [CH3:1][O:3][C:4]1([C:5]2[CH:6]=[CH:7][C:8]([C:11]#[C:12][C:36]3[CH:37]=[CH:38][C:33]([CH2:32][C:31]([O:30][CH3:29])=[O:40])=[CH:34][CH:35]=3)=[CH:9][CH:10]=2)[CH2:42][CH2:41]1. The catalyst is [Cu]I.Cl[Pd](Cl)([P](C1C=CC=CC=1)(C1C=CC=CC=1)C1C=CC=CC=1)[P](C1C=CC=CC=1)(C1C=CC=CC=1)C1C=CC=CC=1. The yield is 0.780. The reactants are [CH2:1]([O:3][C:4](=O)[C:5]1[CH:10]=[CH:9][C:8]([C:11]#[C:12]C2C=C3C(=CC=2)N(C2CC2)CCC3(C)C)=[CH:7][CH:6]=1)C.[CH3:29][O:30][C:31](=[O:40])[CH2:32][C:33]1[CH:38]=[CH:37][C:36](I)=[CH:35][CH:34]=1.[CH2:41](N(CC)CC)[CH3:42]. (6) The reactants are C[O:2][C:3](=[O:27])[CH2:4][CH2:5][CH2:6][CH2:7][CH2:8][CH2:9][CH2:10][CH2:11][CH2:12][CH2:13][CH2:14][NH:15][C:16]([C:18]1[CH:23]=[CH:22][C:21]([B:24]([OH:26])[OH:25])=[CH:20][CH:19]=1)=[O:17].[OH-].[Li+].CO. The catalyst is CO.O.C(Cl)Cl. The product is [B:24]([C:21]1[CH:20]=[CH:19][C:18]([C:16]([NH:15][CH2:14][CH2:13][CH2:12][CH2:11][CH2:10][CH2:9][CH2:8][CH2:7][CH2:6][CH2:5][CH2:4][C:3]([OH:27])=[O:2])=[O:17])=[CH:23][CH:22]=1)([OH:26])[OH:25]. The yield is 0.650. (7) The reactants are C(NC(C)C)(C)C.[Li][CH2:9][CH2:10][CH2:11][CH3:12].[N:13]1([C:23]([O:25][C:26]([CH3:29])([CH3:28])[CH3:27])=[O:24])[CH2:18][CH2:17][CH:16]([C:19]([O:21][CH3:22])=[O:20])[CH2:15][CH2:14]1.CN(P(N(C)C)(N(C)C)=O)C.[NH4+].[Cl-]. The catalyst is CCCCCC.C1COCC1. The product is [CH2:9]([C:16]1([C:19]([O:21][CH3:22])=[O:20])[CH2:15][CH2:14][N:13]([C:23]([O:25][C:26]([CH3:27])([CH3:28])[CH3:29])=[O:24])[CH2:18][CH2:17]1)[CH2:10][CH:11]=[CH2:12]. The yield is 0.720.